From a dataset of Full USPTO retrosynthesis dataset with 1.9M reactions from patents (1976-2016). Predict the reactants needed to synthesize the given product. Given the product [C:34]([O:33][C:31]([NH:12][CH2:13][C@@H:14]([CH2:19][C:20]1[CH:25]=[C:24]([Cl:26])[CH:23]=[CH:22][C:21]=1[O:27][CH3:28])[C:15]([O:17][CH3:18])=[O:16])=[O:32])([CH3:37])([CH3:36])[CH3:35], predict the reactants needed to synthesize it. The reactants are: S(C1C=CC(C)=CC=1)(O)(=O)=O.[NH2:12][CH2:13][C@H:14]([CH2:19][C:20]1[CH:25]=[C:24]([Cl:26])[CH:23]=[CH:22][C:21]=1[O:27][CH3:28])[C:15]([O:17][CH3:18])=[O:16].[OH-].[Na+].[C:31](O[C:31]([O:33][C:34]([CH3:37])([CH3:36])[CH3:35])=[O:32])([O:33][C:34]([CH3:37])([CH3:36])[CH3:35])=[O:32].C(OCC)(=O)C.